This data is from Forward reaction prediction with 1.9M reactions from USPTO patents (1976-2016). The task is: Predict the product of the given reaction. Given the reactants [Cl:1][C:2]1[C:3]2[N:4]([C:8]([C:14]3[CH:15]=[C:16]([OH:20])[CH:17]=[CH:18][CH:19]=3)=[C:9]([CH:11]([CH3:13])[CH3:12])[N:10]=2)[CH:5]=[CH:6][CH:7]=1.Br[C:22]1[CH:27]=[CH:26][CH:25]=[C:24]([S:28]([CH2:31][CH3:32])(=[O:30])=[O:29])[CH:23]=1, predict the reaction product. The product is: [Cl:1][C:2]1[C:3]2[N:4]([C:8]([C:14]3[CH:19]=[CH:18][CH:17]=[C:16]([O:20][C:26]4[CH:27]=[CH:22][CH:23]=[C:24]([S:28]([CH2:31][CH3:32])(=[O:29])=[O:30])[CH:25]=4)[CH:15]=3)=[C:9]([CH:11]([CH3:13])[CH3:12])[N:10]=2)[CH:5]=[CH:6][CH:7]=1.